This data is from Full USPTO retrosynthesis dataset with 1.9M reactions from patents (1976-2016). The task is: Predict the reactants needed to synthesize the given product. (1) Given the product [ClH:2].[Cl:17][C:18]1[CH:19]=[CH:20][C:21]([O:26][CH:8]2[CH2:13][CH2:12][NH:11][CH2:10][CH2:9]2)=[C:22]([CH:25]=1)[C:23]#[N:24], predict the reactants needed to synthesize it. The reactants are: Cl.[Cl:2]C1C=CC(O[CH:8]2[CH2:13][CH2:12][NH:11][CH2:10][CH2:9]2)=CC=1F.[Cl:17][C:18]1[CH:19]=[CH:20][C:21]([OH:26])=[C:22]([CH:25]=1)[C:23]#[N:24]. (2) Given the product [CH3:20][CH:19]([CH3:21])[C@H:2]([NH:1][CH2:22][CH2:23][CH3:24])[CH2:3][C@H:4]([C:10]1[S:11][CH:12]=[C:13]([C:15]([O:17][CH3:18])=[O:16])[N:14]=1)[O:5][C:6](=[O:9])[NH:7][CH3:8], predict the reactants needed to synthesize it. The reactants are: [NH2:1][C@@H:2]([CH:19]([CH3:21])[CH3:20])[CH2:3][C@H:4]([C:10]1[S:11][CH:12]=[C:13]([C:15]([O:17][CH3:18])=[O:16])[N:14]=1)[O:5][C:6](=[O:9])[NH:7][CH3:8].[CH:22](=O)[CH2:23][CH3:24].C(O[BH-](OC(=O)C)OC(=O)C)(=O)C.[Na+].